This data is from Reaction yield outcomes from USPTO patents with 853,638 reactions. The task is: Predict the reaction yield, written as a fraction of the theoretical maximum amount of product (1.0 means a 100% yield; for example, 0.34 means a 34% yield). The reactants are Br[C:2]1[N:10]2[C:5]([C:6]([NH:11][C:12](=[O:17])[C:13]([CH3:16])([CH3:15])[CH3:14])=[N:7][CH:8]=[N:9]2)=[CH:4][CH:3]=1.C([Li])CCC.[Si:23]([O:30][CH2:31][C@H:32]1[N:36]=[CH:35][C@@H:34]2[O:37][C:38]([CH3:41])([CH3:40])[O:39][C@H:33]12)([C:26]([CH3:29])([CH3:28])[CH3:27])([CH3:25])[CH3:24]. The catalyst is C1COCC1.C1(C)C=CC=CC=1. The product is [Si:23]([O:30][CH2:31][C@@H:32]1[C@H:33]2[O:39][C:38]([CH3:41])([CH3:40])[O:37][C@H:34]2[C@H:35]([C:2]2[N:10]3[C:5]([C:6]([NH:11][C:12](=[O:17])[C:13]([CH3:16])([CH3:15])[CH3:14])=[N:7][CH:8]=[N:9]3)=[CH:4][CH:3]=2)[NH:36]1)([C:26]([CH3:29])([CH3:27])[CH3:28])([CH3:24])[CH3:25]. The yield is 0.0800.